From a dataset of Catalyst prediction with 721,799 reactions and 888 catalyst types from USPTO. Predict which catalyst facilitates the given reaction. (1) Reactant: [NH2:1][C:2](=[N:36][C:37](=[O:44])[C:38]1[CH:43]=[CH:42][CH:41]=[CH:40][CH:39]=1)[C:3]1[CH:8]=[CH:7][C:6]([NH:9][C@H:10]([C:23]2[CH:28]=[C:27]([O:29][CH3:30])[CH:26]=[C:25]([O:31][CH2:32][CH2:33][OH:34])[C:24]=2[F:35])[C:11]2[NH:15][C:14](=[O:16])[N:13]([C:17]3[N:22]=[CH:21][CH:20]=[CH:19][N:18]=3)[N:12]=2)=[CH:5][CH:4]=1.[F:45][C@@H:46]1[CH2:51][CH2:50][CH2:49][CH2:48][C@H:47]1[O:52][C:53](=[O:59])[O:54][CH:55](Cl)[CH2:56][CH3:57].[I-].[Na+].C(=O)([O-])O.[K+]. Product: [F:45][C@@H:46]1[CH2:51][CH2:50][CH2:49][CH2:48][C@H:47]1[O:52][C:53](=[O:59])[O:54][CH:55]([O:16][C:14]1[N:13]([C:17]2[N:18]=[CH:19][CH:20]=[CH:21][N:22]=2)[N:12]=[C:11]([C@H:10]([NH:9][C:6]2[CH:7]=[CH:8][C:3]([C:2]([NH2:1])=[N:36][C:37](=[O:44])[C:38]3[CH:39]=[CH:40][CH:41]=[CH:42][CH:43]=3)=[CH:4][CH:5]=2)[C:23]2[CH:28]=[C:27]([O:29][CH3:30])[CH:26]=[C:25]([O:31][CH2:32][CH2:33][OH:34])[C:24]=2[F:35])[N:15]=1)[CH2:56][CH3:57]. The catalyst class is: 136. (2) Reactant: [NH2:1][C:2]1[N:10]=[CH:9][N:8]=[C:7]2[C:3]=1[N:4]=[C:5]([S:26][C:27]1[C:35]([Br:36])=[CH:34][C:30]3[O:31][CH2:32][O:33][C:29]=3[CH:28]=1)[N:6]2[CH2:11][CH2:12][CH:13]1[CH2:18][CH2:17][N:16](C(OC(C)(C)C)=O)[CH2:15][CH2:14]1.[F:37][C:38]([F:43])([F:42])[C:39]([OH:41])=[O:40]. Product: [Br:36][C:35]1[C:27]([S:26][C:5]2[N:6]([CH2:11][CH2:12][CH:13]3[CH2:14][CH2:15][NH:16][CH2:17][CH2:18]3)[C:7]3[C:3]([N:4]=2)=[C:2]([NH2:1])[N:10]=[CH:9][N:8]=3)=[CH:28][C:29]2[O:33][CH2:32][O:31][C:30]=2[CH:34]=1.[F:37][C:38]([F:43])([F:42])[C:39]([O-:41])=[O:40]. The catalyst class is: 2. (3) Reactant: CC(C)([O-])C.[K+].[NH:7]1[CH:11]=[CH:10][N:9]=[CH:8]1.[N-]1C=CN=C1.[K+].Cl[CH2:19][C:20]([O:22]C)=[O:21]. Product: [N:7]1([CH2:19][C:20]([OH:22])=[O:21])[CH:11]=[CH:10][N:9]=[CH:8]1. The catalyst class is: 7. (4) Reactant: [O:1]1[C:5]2[CH:6]=[CH:7][C:8]([CH2:10][C:11]([OH:13])=O)=[CH:9][C:4]=2[O:3][CH2:2]1.[NH2:14][C:15]1[CH:23]=[C:22]([S:24](=[O:27])(=[O:26])[NH2:25])[CH:21]=[CH:20][C:16]=1[C:17]([OH:19])=[O:18]. Product: [O:1]1[C:5]2[CH:6]=[CH:7][C:8]([CH2:10][C:11]([NH:14][C:15]3[CH:23]=[C:22]([S:24](=[O:27])(=[O:26])[NH2:25])[CH:21]=[CH:20][C:16]=3[C:17]([OH:19])=[O:18])=[O:13])=[CH:9][C:4]=2[O:3][CH2:2]1. The catalyst class is: 204. (5) Reactant: [CH2:1]([O:3][C:4](=[O:10])[C:5]([CH3:9])=[C:6]([NH2:8])[CH3:7])[CH3:2].C[O:12]C(=O)CC(=O)C.[CH3:19][C:20]1[CH:21]=CC=CC=1C. Product: [CH2:1]([O:3][C:4]([C:5]1[C:9](=[O:12])[CH:21]=[C:20]([CH3:19])[NH:8][C:6]=1[CH3:7])=[O:10])[CH3:2]. The catalyst class is: 13.